Dataset: NCI-60 drug combinations with 297,098 pairs across 59 cell lines. Task: Regression. Given two drug SMILES strings and cell line genomic features, predict the synergy score measuring deviation from expected non-interaction effect. (1) Drug 1: C1=CC(=CC=C1CCC2=CNC3=C2C(=O)NC(=N3)N)C(=O)NC(CCC(=O)O)C(=O)O. Drug 2: C1CC(=O)NC(=O)C1N2C(=O)C3=CC=CC=C3C2=O. Cell line: HCT-15. Synergy scores: CSS=47.8, Synergy_ZIP=5.70, Synergy_Bliss=4.13, Synergy_Loewe=-27.9, Synergy_HSA=3.82. (2) Drug 1: COC1=CC(=CC(=C1O)OC)C2C3C(COC3=O)C(C4=CC5=C(C=C24)OCO5)OC6C(C(C7C(O6)COC(O7)C8=CC=CS8)O)O. Drug 2: C(CC(=O)O)C(=O)CN.Cl. Cell line: DU-145. Synergy scores: CSS=30.0, Synergy_ZIP=-3.89, Synergy_Bliss=-3.59, Synergy_Loewe=-16.6, Synergy_HSA=-1.90. (3) Drug 1: CC12CCC3C(C1CCC2O)C(CC4=C3C=CC(=C4)O)CCCCCCCCCS(=O)CCCC(C(F)(F)F)(F)F. Drug 2: C1CNP(=O)(OC1)N(CCCl)CCCl. Cell line: K-562. Synergy scores: CSS=7.98, Synergy_ZIP=-2.37, Synergy_Bliss=-2.62, Synergy_Loewe=5.43, Synergy_HSA=-0.192.